This data is from NCI-60 drug combinations with 297,098 pairs across 59 cell lines. The task is: Regression. Given two drug SMILES strings and cell line genomic features, predict the synergy score measuring deviation from expected non-interaction effect. (1) Drug 2: CC1=C(C(=CC=C1)Cl)NC(=O)C2=CN=C(S2)NC3=CC(=NC(=N3)C)N4CCN(CC4)CCO. Synergy scores: CSS=14.9, Synergy_ZIP=2.16, Synergy_Bliss=8.48, Synergy_Loewe=-19.3, Synergy_HSA=5.58. Cell line: NCI-H522. Drug 1: CC1=CC=C(C=C1)C2=CC(=NN2C3=CC=C(C=C3)S(=O)(=O)N)C(F)(F)F. (2) Cell line: EKVX. Synergy scores: CSS=21.5, Synergy_ZIP=-3.56, Synergy_Bliss=0.317, Synergy_Loewe=-6.21, Synergy_HSA=1.41. Drug 1: CC1=CC2C(CCC3(C2CCC3(C(=O)C)OC(=O)C)C)C4(C1=CC(=O)CC4)C. Drug 2: C1=CN(C(=O)N=C1N)C2C(C(C(O2)CO)O)O.Cl. (3) Drug 1: CC1=C(C(=O)C2=C(C1=O)N3CC4C(C3(C2COC(=O)N)OC)N4)N. Drug 2: C1CN(P(=O)(OC1)NCCCl)CCCl. Cell line: SN12C. Synergy scores: CSS=28.4, Synergy_ZIP=3.05, Synergy_Bliss=3.41, Synergy_Loewe=-27.6, Synergy_HSA=1.72. (4) Drug 1: CCC(=C(C1=CC=CC=C1)C2=CC=C(C=C2)OCCN(C)C)C3=CC=CC=C3.C(C(=O)O)C(CC(=O)O)(C(=O)O)O. Drug 2: CC1=C(C=C(C=C1)NC(=O)C2=CC=C(C=C2)CN3CCN(CC3)C)NC4=NC=CC(=N4)C5=CN=CC=C5. Cell line: BT-549. Synergy scores: CSS=-2.08, Synergy_ZIP=1.11, Synergy_Bliss=-0.700, Synergy_Loewe=-3.38, Synergy_HSA=-3.66. (5) Drug 1: C(CN)CNCCSP(=O)(O)O. Drug 2: CC1C(C(CC(O1)OC2CC(CC3=C2C(=C4C(=C3O)C(=O)C5=C(C4=O)C(=CC=C5)OC)O)(C(=O)CO)O)N)O.Cl. Cell line: MALME-3M. Synergy scores: CSS=46.4, Synergy_ZIP=-2.22, Synergy_Bliss=-4.30, Synergy_Loewe=-53.2, Synergy_HSA=-2.76. (6) Drug 1: CC1OCC2C(O1)C(C(C(O2)OC3C4COC(=O)C4C(C5=CC6=C(C=C35)OCO6)C7=CC(=C(C(=C7)OC)O)OC)O)O. Drug 2: CC1=C(C=C(C=C1)C(=O)NC2=CC(=CC(=C2)C(F)(F)F)N3C=C(N=C3)C)NC4=NC=CC(=N4)C5=CN=CC=C5. Cell line: T-47D. Synergy scores: CSS=33.5, Synergy_ZIP=-6.65, Synergy_Bliss=1.37, Synergy_Loewe=-1.65, Synergy_HSA=1.43.